This data is from Drug-target binding data from BindingDB using IC50 measurements. The task is: Regression. Given a target protein amino acid sequence and a drug SMILES string, predict the binding affinity score between them. We predict pIC50 (pIC50 = -log10(IC50 in M); higher means more potent). Dataset: bindingdb_ic50. (1) The drug is Cc1c(OCC(F)(F)F)ccnc1CS(=O)c1nc2ccccc2[nH]1. The target protein (P28776) has sequence MALSKISPTEGSRRILEDHHIDEDVGFALPHPLVELPDAYSPWVLVARNLPVLIENGQLREEVEKLPTLSTDGLRGHRLQRLAHLALGYITMAYVWNRGDDDVRKVLPRNIAVPYCELSEKLGLPPILSYADCVLANWKKKDPNGPMTYENMDILFSFPGGDCDKGFFLVSLLVEIAASPAIKAIPTVSSAVERQDLKALEKALHDIATSLEKAKEIFKRMRDFVDPDTFFHVLRIYLSGWKCSSKLPEGLLYEGVWDTPKMFSGGSAGQSSIFQSLDVLLGIKHEAGKESPAEFLQEMREYMPPAHRNFLFFLESAPPVREFVISRHNEDLTKAYNECVNGLVSVRKFHLAIVDTYIMKPSKKKPTDGDKSEEPSNVESRGTGGTNPMTFLRSVKDTTEKALLSWP. The pIC50 is 4.0. (2) The small molecule is O=C(Nc1ccc(F)cc1Cl)c1n[nH]cc1I. The target protein (P16050) has sequence MGLYRIRVSTGASLYAGSNNQVQLWLVGQHGEAALGKRLWPARGKETELKVEVPEYLGPLLFVKLRKRHLLKDDAWFCNWISVQGPGAGDEVRFPCYRWVEGNGVLSLPEGTGRTVGEDPQGLFQKHREEELEERRKLYRWGNWKDGLILNMAGAKLYDLPVDERFLEDKRVDFEVSLAKGLADLAIKDSLNVLTCWKDLDDFNRIFWCGQSKLAERVRDSWKEDALFGYQFLNGANPVVLRRSAHLPARLVFPPGMEELQAQLEKELEGGTLFEADFSLLDGIKANVILCSQQHLAAPLVMLKLQPDGKLLPMVIQLQLPRTGSPPPPLFLPTDPPMAWLLAKCWVRSSDFQLHELQSHLLRGHLMAEVIVVATMRCLPSIHPIFKLIIPHLRYTLEINVRARTGLVSDMGIFDQIMSTGGGGHVQLLKQAGAFLTYSSFCPPDDLADRGLLGVKSSFYAQDALRLWEIIYRYVEGIVSLHYKTDVAVKDDPELQTWCR.... The pIC50 is 6.7. (3) The compound is COc1ccc(-c2cn(CC(=O)NC(=N)N[C@H]3C=C(C(=O)O)O[C@@H]([C@H](O)[C@H](O)CO)[C@@H]3NC(C)=O)nn2)cc1. The target protein (P03470) has sequence MNPNQKIITIGSICMVVGIISLILQIGNIISIWISHSIQTGNQNHTGICNQGIITYNVVAGQDSTSVILTGNSSLCPIRGWAIHSKDNGIRIGSKGDVFVIREPFISCSHLECRTFFLTQGALLNDKHSNGTVKDRSPYRALMSCPVGEAPSPYNSRFESVAWSASACHDGMGWLTIGISGPDNGAVAVLKYNGIITETIKSWRKKILRTQESECTCVNGSCFTIMTDGPSNGLASYKIFKIEKGKVTKSIELNAPNSHYEECSCYPDTGKVMCVCRDNWHGSNRPWVSFDQNLDYQIGYICSGVFGDNPRPKDGPGSCGPVSADGANGVKGFSYRYGNGVWIGRTKSDSSRHGFEMIWDPNGWTETDSRFSVRQDVVAMTDRSGYSGSFVQHPELTGLDCMRPCFWVELIRGRPEEETIWTSGSIISFCGVNSDTVDWSWPDGAELPFTIDK. The pIC50 is 7.9. (4) The compound is O=C(NCCCc1ccccc1)n1c(=O)oc2ccccc21. The target protein (Q13510) has sequence MPGRSCVALVLLAAAVSCAVAQHAPPWTEDCRKSTYPPSGPTYRGAVPWYTINLDLPPYKRWHELMLDKAPVLKVIVNSLKNMINTFVPSGKIMQVVDEKLPGLLGNFPGPFEEEMKGIAAVTDIPLGEIISFNIFYELFTICTSIVAEDKKGHLIHGRNMDFGVFLGWNINNDTWVITEQLKPLTVNLDFQRNNKTVFKASSFAGYVGMLTGFKPGLFSLTLNERFSINGGYLGILEWILGKKDVMWIGFLTRTVLENSTSYEEAKNLLTKTKILAPAYFILGGNQSGEGCVITRDRKESLDVYELDAKQGRWYVVQTNYDRWKHPFFLDDRRTPAKMCLNRTSQENISFETMYDVLSTKPVLNKLTVYTTLIDVTKGQFETYLRDCPDPCIGW. The pIC50 is 7.3. (5) The drug is COC(=O)c1ccc(C)c(NC(=O)CN2C(=O)c3ccccc3S2(=O)=O)c1. The target protein sequence is MYFSSLCKFLPISEKEKIYLNIVKKRFCKSNIYYNNNNNNIINYNKRGLKFYPFCNNLKKNINFVNINNKKGINFHSINKERKMASEVPQVVSLDPTSIPIEYNTPIHDIKVQVYDIKGGCNVEEGLTIFLVNNPGKENGPVKISSKVNDKNVSEFLKDENMEKFNVKLGTSKHFYMFNDNKNSVAVGYVGCGSVADLSEADMKRVVLSLVTMLHDNKLSKLTVVFEINVDKNLFRFFLETLFYEYMTDERFKSTDKNVNMEYIKHLGVYINNADTYKEEVEKARVYYFGTYYASQLIAAPSNYCNPVSLSNAAVELAQKLNLEYKILGVKELEELKMGAYLSVGKGSMYPNKFIHLTYKSKGDVKKKIALVGKGITFDSGGYNLKAAPGSMIDLMKFDMSGCAAVLGCAYCVGTLKPENVEIHFLSAVCENMVSKNSYRPGDIITASNGKTIEVGNTDAEGRLTLADALVYAEKLGVDYIVDIATLTGAMLYSLGTSYA.... The pIC50 is 5.0. (6) The small molecule is COc1cc(C=CC(=O)CC(=O)C=Cc2ccc(O)c(OC)c2)ccc1O. The target protein (O54939) has sequence MEQFLLSVGLLVCLVCLVKCVRFSRYLFLSFCKALPGSFLRSMGQWAVITGAGDGIGKAYSFELARHGLNVVLISRTLEKLQVISEEIERTTGSRVKVVQADFTREDIYDHIEEQLKGLEIGVLVNNVGMLPNLLPSHFLSTSGESQSVIHCNITSVVKMTQLVLKHMESRRRGLILNISSGVGVRPWPLYSLYSASKAFVCTFSKALNVEYRDKGIIIQVLTPYSVSTPMTKYLNTSRVTKTADEFVKESLKYVTIGAETCGCLAHEILAIILNLIPSRIFYSSTTQRFLLKQFSDYLKSNISNR. The pIC50 is 5.0.